From a dataset of Full USPTO retrosynthesis dataset with 1.9M reactions from patents (1976-2016). Predict the reactants needed to synthesize the given product. (1) Given the product [Br:1][C:2]1[CH:10]=[C:9]([NH:11][S:19]([CH3:22])(=[O:21])=[O:20])[CH:8]=[C:7]2[C:3]=1[CH:4]=[CH:5][NH:6]2, predict the reactants needed to synthesize it. The reactants are: [Br:1][C:2]1[CH:10]=[C:9]([NH2:11])[CH:8]=[C:7]2[C:3]=1[CH:4]=[CH:5][NH:6]2.C(N(CC)CC)C.[S:19](Cl)([CH3:22])(=[O:21])=[O:20]. (2) Given the product [Br:1][C:2]1[CH:3]=[C:4]2[C:5]([NH:6][C:23](=[O:24])[C:14]3[N:13]2[CH:17]=[CH:16][N:15]=3)=[CH:7][C:8]=1[C:9]([F:12])([F:11])[F:10], predict the reactants needed to synthesize it. The reactants are: [Br:1][C:2]1[C:8]([C:9]([F:12])([F:11])[F:10])=[CH:7][C:5]([NH2:6])=[C:4]([N:13]2[CH:17]=[CH:16][N:15]=[CH:14]2)[CH:3]=1.C1N=CN([C:23](N2C=NC=C2)=[O:24])C=1. (3) Given the product [Cl:45][C:41]1[CH:42]=[CH:43][CH:44]=[C:24]([Cl:23])[C:25]=1[C:26]([NH:28][C@H:29]([C:38]([OH:40])=[O:39])[CH2:30][NH:31][C:32]([CH:34]1[CH2:37][CH2:36]1)=[O:33])=[O:27], predict the reactants needed to synthesize it. The reactants are: ClC1C=CC=C(F)C=1C(N[C@H](C(O)=O)CNC(C1CC1)=O)=O.[Cl:23][C:24]1[CH:44]=[CH:43][CH:42]=[C:41]([Cl:45])[C:25]=1[C:26]([NH:28][C@H:29]([C:38]([OH:40])=[O:39])[CH2:30][NH:31][C:32]([CH:34]1[CH2:37][CH2:36]C1)=[O:33])=[O:27].ClC1C=CC=C(Cl)C=1C(N[C@H](C(O)=O)CNC(C1CCCC1)=O)=O.ClC1C=CC=C(F)C=1C(N[C@H](C(O)=O)CNC(C1CCCC1)=O)=O.ClC1C=CC=C(Cl)C=1C(N[C@H](C(O)=O)CNC(C1CCCCC1)=O)=O.ClC1C=CC=C(F)C=1C(N[C@H](C(O)=O)CNC(C1CCCCC1)=O)=O. (4) Given the product [CH3:8][O:9][C:10]1[CH:11]=[C:12]([C:13]2[N:1]=[C:2]3[CH:7]=[CH:6][CH:5]=[CH:4][N:3]3[CH:14]=2)[CH:17]=[CH:18][C:19]=1[O:20][CH3:21], predict the reactants needed to synthesize it. The reactants are: [NH2:1][C:2]1[CH:7]=[CH:6][CH:5]=[CH:4][N:3]=1.[CH3:8][O:9][C:10]1[CH:11]=[C:12]([CH:17]=[CH:18][C:19]=1[O:20][CH3:21])[C:13](=O)[CH2:14]Br. (5) Given the product [ClH:29].[NH2:8][CH2:9][CH2:10][O:11][C:12](=[O:28])[CH2:13][CH2:14][CH2:15][CH2:16][CH2:17][CH2:18][CH2:19][CH2:20][CH2:21][CH2:22][CH2:23][CH2:24][CH2:25][CH2:26][CH3:27], predict the reactants needed to synthesize it. The reactants are: C(OC([NH:8][CH2:9][CH2:10][O:11][C:12](=[O:28])[CH2:13][CH2:14][CH2:15][CH2:16][CH2:17][CH2:18][CH2:19][CH2:20][CH2:21][CH2:22][CH2:23][CH2:24][CH2:25][CH2:26][CH3:27])=O)(C)(C)C.[ClH:29].O1CCOCC1. (6) Given the product [Cl:1][C:2]1[CH:7]=[CH:6][C:5]([N:8]=[C:21]=[S:22])=[CH:4][C:3]=1[C:9]1[CH:14]=[CH:13][N:12]=[CH:11][C:10]=1[F:15], predict the reactants needed to synthesize it. The reactants are: [Cl:1][C:2]1[CH:7]=[CH:6][C:5]([NH2:8])=[CH:4][C:3]=1[C:9]1[CH:14]=[CH:13][N:12]=[CH:11][C:10]=1[F:15].C(=O)(O)[O-].[Na+].[C:21](Cl)(Cl)=[S:22]. (7) The reactants are: [CH:1]1(Cl)[CH2:5][CH2:4][CH2:3][CH2:2]1.[O:7]=[CH:8][C:9]1[CH:17]=[CH:16][C:13]([O:14][CH3:15])=[C:11]([OH:12])[CH:10]=1.C(=O)([O-])[O-].[K+].[K+]. Given the product [CH:1]1([O:12][C:11]2[CH:10]=[C:9]([CH:17]=[CH:16][C:13]=2[O:14][CH3:15])[CH:8]=[O:7])[CH2:5][CH2:4][CH2:3][CH2:2]1, predict the reactants needed to synthesize it.